Dataset: Reaction yield outcomes from USPTO patents with 853,638 reactions. Task: Predict the reaction yield, written as a fraction of the theoretical maximum amount of product (1.0 means a 100% yield; for example, 0.34 means a 34% yield). (1) The reactants are [Br:1][C:2]1[CH:7]=[CH:6][C:5]([NH:8][C:9]2[N:13]([CH2:14][CH2:15][CH2:16]O)[C:12]3[C:18]([C:23]([O:25][CH3:26])=[O:24])=[CH:19][CH:20]=[C:21]([Cl:22])[C:11]=3[N:10]=2)=[C:4]([Cl:27])[CH:3]=1.C(N(CC)CC)C.CS(Cl)(=O)=O.C(=O)([O-])[O-].[K+].[K+]. The catalyst is O1CCCC1.O. The product is [Br:1][C:2]1[CH:7]=[CH:6][C:5]([N:8]2[C:9]3=[N:10][C:11]4[C:12](=[C:18]([C:23]([O:25][CH3:26])=[O:24])[CH:19]=[CH:20][C:21]=4[Cl:22])[N:13]3[CH2:14][CH2:15][CH2:16]2)=[C:4]([Cl:27])[CH:3]=1. The yield is 0.870. (2) The catalyst is [Br-].C([N+](CCCC)(CCCC)CCCC)CCC.C(OCC)(=O)C. The reactants are C(OC(=O)C)(=O)C.C([O-])(=O)C.[K+].[N:13](OCCC(C)C)=O.[CH3:21][O:22][C:23]1[CH:28]=[CH:27][C:26]([NH:29]C(=O)C)=[C:25]([CH3:33])[C:24]=1[CH3:34].[OH-].[Na+].Cl. The yield is 0.540. The product is [CH3:21][O:22][C:23]1[C:24]([CH3:34])=[C:25]2[C:26](=[CH:27][CH:28]=1)[NH:29][N:13]=[CH:33]2. (3) The reactants are [C:1]([O:5][C:6]([NH:8][C:9]1[CH:14]=[C:13]([CH2:15][C:16](OCC)=[O:17])[CH:12]=[CH:11][N:10]=1)=[O:7])([CH3:4])([CH3:3])[CH3:2].CC(C[AlH]CC(C)C)C. The catalyst is C1COCC1. The product is [OH:17][CH2:16][CH2:15][C:13]1[CH:12]=[CH:11][N:10]=[C:9]([NH:8][C:6](=[O:7])[O:5][C:1]([CH3:3])([CH3:2])[CH3:4])[CH:14]=1. The yield is 0.640. (4) The reactants are [C:1]([O:5][C:6](=[O:13])[NH:7][C:8]1[N:9]=[CH:10][S:11][CH:12]=1)([CH3:4])([CH3:3])[CH3:2].[Li+].C[Si]([N-][Si](C)(C)C)(C)C.[F:24][C:25]1[CH:30]=[C:29]([F:31])[C:28]([Br:32])=[CH:27][C:26]=1[S:33](N)(=[O:35])=[O:34]. The catalyst is C1COCC1. The product is [C:1]([O:5][C:6](=[O:13])[N:7]([S:33]([C:26]1[CH:27]=[C:28]([Br:32])[C:29]([F:31])=[CH:30][C:25]=1[F:24])(=[O:35])=[O:34])[C:8]1[N:9]=[CH:10][S:11][CH:12]=1)([CH3:4])([CH3:2])[CH3:3]. The yield is 0.850. (5) The reactants are [C:1]([O:5][C:6]([NH:8][CH:9]([C:13]([F:16])([CH3:15])[CH3:14])[C:10](O)=[O:11])=[O:7])([CH3:4])([CH3:3])[CH3:2].Cl.CN.[CH:20]([N:23](CC)C(C)C)(C)C.O.ON1C2C=CC=CC=2N=N1.CN(C)CCCN=C=NCC. The catalyst is ClCCl. The product is [F:16][C:13]([CH3:15])([CH3:14])[CH:9]([NH:8][C:6](=[O:7])[O:5][C:1]([CH3:4])([CH3:3])[CH3:2])[C:10]([NH:23][CH3:20])=[O:11]. The yield is 1.00. (6) The reactants are [Br:1][C:2]1[C:3](F)=[C:4]2[C:10]([NH:11][C:12](=[O:20])[C:13]3[CH:18]=[CH:17][CH:16]=[C:15]([CH3:19])[CH:14]=3)=[CH:9][NH:8][C:5]2=[N:6][CH:7]=1.[NH:22]1[CH2:27][CH2:26][CH2:25][C@@H:24]([NH:28][C:29](=[O:35])[O:30][C:31]([CH3:34])([CH3:33])[CH3:32])[CH2:23]1. The catalyst is CCCCO. The product is [Br:1][C:2]1[C:3]([N:22]2[CH2:27][CH2:26][CH2:25][C@@H:24]([NH:28][C:29](=[O:35])[O:30][C:31]([CH3:33])([CH3:32])[CH3:34])[CH2:23]2)=[C:4]2[C:10]([NH:11][C:12](=[O:20])[C:13]3[CH:18]=[CH:17][CH:16]=[C:15]([CH3:19])[CH:14]=3)=[CH:9][NH:8][C:5]2=[N:6][CH:7]=1. The yield is 0.470. (7) The reactants are [CH2:1]([O:3][C:4]1[CH:17]=[C:16]2[C:7]([C:8]([C:19]3[CH:20]=[N:21][C:22]([O:25][CH3:26])=[N:23][CH:24]=3)=[N:9][C@H:10]3[C@@H:15]2[CH2:14][C@H:13]([OH:18])[CH2:12][CH2:11]3)=[CH:6][C:5]=1[O:27][CH3:28])[CH3:2].[C:29]([OH:36])(=[O:35])/[CH:30]=[CH:31]/[C:32]([OH:34])=[O:33]. The catalyst is CC(C)=O.C(O)(C)C. The product is [C:29]([OH:36])(=[O:35])/[CH:30]=[CH:31]/[C:32]([OH:34])=[O:33].[CH2:1]([O:3][C:4]1[CH:17]=[C:16]2[C:7]([C:8]([C:19]3[CH:24]=[N:23][C:22]([O:25][CH3:26])=[N:21][CH:20]=3)=[N:9][C@H:10]3[C@@H:15]2[CH2:14][C@H:13]([OH:18])[CH2:12][CH2:11]3)=[CH:6][C:5]=1[O:27][CH3:28])[CH3:2]. The yield is 0.640. (8) The reactants are [CH3:1][O:2][C:3]1[CH:27]=[CH:26][C:6]([C:7]([N:9]=[C:10]2[N:14]([CH:15]([CH2:20][CH3:21])[C:16]([O:18]C)=[O:17])[C:13]3[CH:22]=[CH:23][CH:24]=[CH:25][C:12]=3[S:11]2)=[O:8])=[CH:5][CH:4]=1.O1CCCC1.[OH-].[Na+]. The catalyst is CO. The product is [CH3:1][O:2][C:3]1[CH:27]=[CH:26][C:6]([C:7]([N:9]=[C:10]2[N:14]([CH:15]([CH2:20][CH3:21])[C:16]([OH:18])=[O:17])[C:13]3[CH:22]=[CH:23][CH:24]=[CH:25][C:12]=3[S:11]2)=[O:8])=[CH:5][CH:4]=1. The yield is 0.880. (9) The reactants are [Br:1][C:2]1[CH:3]=[C:4]2[C:24](=[CH:25][CH:26]=1)[C:8]1[NH:9][C:10]([C@@H:12]3[CH2:16][CH2:15][CH2:14][N:13]3C(OC(C)(C)C)=O)=[N:11][C:7]=1[CH:6]=[CH:5]2.Cl.[CH3:28][O:29][C:30]([NH:32][C@@H:33]([CH:37]([CH3:39])[CH3:38])[C:34](O)=[O:35])=[O:31].CN(C(ON1N=NC2C=CC=NC1=2)=[N+](C)C)C.F[P-](F)(F)(F)(F)F.CCN(C(C)C)C(C)C. The catalyst is C(Cl)Cl.CCOC(C)=O.CN(C=O)C. The product is [Br:1][C:2]1[CH:3]=[C:4]2[C:24](=[CH:25][CH:26]=1)[C:8]1[NH:9][C:10]([C@@H:12]3[CH2:16][CH2:15][CH2:14][N:13]3[C:34](=[O:35])[C@@H:33]([NH:32][C:30](=[O:31])[O:29][CH3:28])[CH:37]([CH3:39])[CH3:38])=[N:11][C:7]=1[CH:6]=[CH:5]2. The yield is 0.470.